The task is: Predict the reactants needed to synthesize the given product.. This data is from Full USPTO retrosynthesis dataset with 1.9M reactions from patents (1976-2016). The reactants are: [CH3:1][S:2]([C:5]1[CH:10]=[CH:9][CH:8]=[CH:7][C:6]=1[S:11](Cl)(=[O:13])=[O:12])(=[O:4])=[O:3].O1CCCC1.[NH2:20][C:21]1[CH:22]=[C:23]2[C:27](=[CH:28][CH:29]=1)[NH:26][N:25]=[C:24]2[Cl:30].C(N(CC)CC)C. Given the product [Cl:30][C:24]1[C:23]2[C:27](=[CH:28][CH:29]=[C:21]([NH:20][S:11]([C:6]3[CH:7]=[CH:8][CH:9]=[CH:10][C:5]=3[S:2]([CH3:1])(=[O:4])=[O:3])(=[O:13])=[O:12])[CH:22]=2)[NH:26][N:25]=1, predict the reactants needed to synthesize it.